From a dataset of Forward reaction prediction with 1.9M reactions from USPTO patents (1976-2016). Predict the product of the given reaction. Given the reactants [F:1][C:2]1[CH:24]=[CH:23][C:5]([CH2:6][NH:7][C:8]([C:10]2[C:11](=[O:22])[C:12]([O:20][CH3:21])=[C:13]([C:16]([O:18]C)=[O:17])[NH:14][CH:15]=2)=[O:9])=[CH:4][CH:3]=1.[OH-].[Na+].Cl, predict the reaction product. The product is: [CH2:6]([O:22][C:11]1[C:10]([C:8](=[O:9])[NH:7][CH2:6][C:5]2[CH:23]=[CH:24][C:2]([F:1])=[CH:3][CH:4]=2)=[CH:15][N:14]=[C:13]([C:16]([OH:18])=[O:17])[C:12]=1[O:20][CH3:21])[C:5]1[CH:23]=[CH:24][CH:2]=[CH:3][CH:4]=1.